This data is from Catalyst prediction with 721,799 reactions and 888 catalyst types from USPTO. The task is: Predict which catalyst facilitates the given reaction. (1) Reactant: [F:1][C:2]1[CH:41]=[CH:40][C:5]2[C:6]([CH:9]3[CH2:14][CH2:13][N:12]([CH2:15][CH2:16][C:17]4[C:22](=[O:23])[N:21]5[CH2:24][CH2:25][CH2:26][CH:27]([O:28][CH2:29][CH2:30][CH2:31][NH:32]C(=O)C(C)(C)C)[C:20]5=[N:19][C:18]=4[CH3:39])[CH2:11][CH2:10]3)=[N:7][O:8][C:4]=2[CH:3]=1.FC(F)(F)C(O)=O. Product: [NH2:32][CH2:31][CH2:30][CH2:29][O:28][CH:27]1[C:20]2=[N:19][C:18]([CH3:39])=[C:17]([CH2:16][CH2:15][N:12]3[CH2:11][CH2:10][CH:9]([C:6]4[C:5]5[CH:40]=[CH:41][C:2]([F:1])=[CH:3][C:4]=5[O:8][N:7]=4)[CH2:14][CH2:13]3)[C:22](=[O:23])[N:21]2[CH2:24][CH2:25][CH2:26]1. The catalyst class is: 4. (2) Reactant: [CH3:1][C:2]1[S:6][C:5]2[CH2:7][CH:8]([CH3:11])[C:9](=[O:10])[C:4]=2[C:3]=1[CH3:12].[H-].[H-].[H-].[H-].[Li+].[Al+3].O. Product: [CH3:1][C:2]1[S:6][C:5]2[CH2:7][CH:8]([CH3:11])[CH:9]([OH:10])[C:4]=2[C:3]=1[CH3:12]. The catalyst class is: 28. (3) Reactant: [N+:1]([C:4]1[C:13]2[O:12][CH2:11][CH2:10][O:9][C:8]=2[CH:7]=[CH:6][CH:5]=1)([O-])=O. Product: [O:9]1[CH2:10][CH2:11][O:12][C:13]2[C:4]([NH2:1])=[CH:5][CH:6]=[CH:7][C:8]1=2. The catalyst class is: 43. (4) Reactant: [O:1]1[CH2:5][CH2:4][CH2:3][C@@H:2]1[C:6]([OH:8])=O.Cl.[CH3:10][O:11][C:12]1[CH:13]=[C:14]2[C:19](=[CH:20][C:21]=1[O:22][CH3:23])[N:18]=[CH:17][N:16]=[C:15]2[NH:24][C:25]1[CH:30]=[CH:29][C:28]([O:31][CH:32]2[CH2:37][CH2:36][NH:35][CH2:34][CH2:33]2)=[C:27]([CH3:38])[CH:26]=1. Product: [CH3:10][O:11][C:12]1[CH:13]=[C:14]2[C:19](=[CH:20][C:21]=1[O:22][CH3:23])[N:18]=[CH:17][N:16]=[C:15]2[NH:24][C:25]1[CH:30]=[CH:29][C:28]([O:31][CH:32]2[CH2:37][CH2:36][N:35]([C:6]([CH:2]3[CH2:3][CH2:4][CH2:5][O:1]3)=[O:8])[CH2:34][CH2:33]2)=[C:27]([CH3:38])[CH:26]=1. The catalyst class is: 9. (5) Reactant: [CH2:1]([O:3][C:4]1[N:12]=[CH:11][C:10]([N+:13]([O-])=O)=[CH:9][C:5]=1[C:6]([OH:8])=[O:7])[CH3:2].O.C([O-])(O)=O.[Na+]. Product: [NH2:13][C:10]1[CH:11]=[N:12][C:4]([O:3][CH2:1][CH3:2])=[C:5]([CH:9]=1)[C:6]([OH:8])=[O:7]. The catalyst class is: 50. (6) Reactant: [Br:1][C:2]1[C:3]([N:17]2[CH2:22][CH2:21][CH2:20][C@@H:19]([NH:23]C(=O)OC(C)(C)C)[CH2:18]2)=[C:4]2[C:10]([NH:11][C:12](=[O:16])[CH2:13][CH2:14][CH3:15])=[CH:9][NH:8][C:5]2=[N:6][CH:7]=1. Product: [NH2:23][C@@H:19]1[CH2:20][CH2:21][CH2:22][N:17]([C:3]2[C:2]([Br:1])=[CH:7][N:6]=[C:5]3[NH:8][CH:9]=[C:10]([NH:11][C:12](=[O:16])[CH2:13][CH2:14][CH3:15])[C:4]=23)[CH2:18]1. The catalyst class is: 67. (7) Reactant: C1CN([P+](ON2N=NC3C=CC=CC2=3)(N2CCCC2)N2CCCC2)CC1.F[P-](F)(F)(F)(F)F.[CH3:34][C:35]1[C:39]([C:40]2[CH:49]=[C:48]3[C:43]([C:44]([NH:53][C:54]4[CH:59]=[CH:58][CH:57]=[C:56]([C:60]([O:62][CH2:63][CH3:64])=[O:61])[CH:55]=4)=[C:45]([C:50]([OH:52])=O)[CH:46]=[N:47]3)=[CH:42][CH:41]=2)=[C:38]([CH3:65])[O:37][N:36]=1.[NH2:66][CH:67]1[CH2:71][CH2:70][CH2:69][CH:68]1[OH:72].C(N(CC)CC)C. Product: [CH3:34][C:35]1[C:39]([C:40]2[CH:49]=[C:48]3[C:43]([C:44]([NH:53][C:54]4[CH:55]=[C:56]([CH:57]=[CH:58][CH:59]=4)[C:60]([O:62][CH2:63][CH3:64])=[O:61])=[C:45]([C:50]([NH:66][CH:67]4[CH2:71][CH2:70][CH2:69][CH:68]4[OH:72])=[O:52])[CH:46]=[N:47]3)=[CH:42][CH:41]=2)=[C:38]([CH3:65])[O:37][N:36]=1. The catalyst class is: 4. (8) Reactant: [CH2:1]([O:3][C:4](=[O:21])[CH2:5][CH2:6][C:7]([C:9]1[CH2:14][CH2:13][CH2:12][CH2:11][C:10]=1[N:15]1[CH2:20][CH2:19][O:18][CH2:17][CH2:16]1)=O)[CH3:2].Cl.NC(C(OCC)=O)C(OCC)=[O:26].C([O-])(=O)C.[Na+].C(O)(=O)C. Product: [CH2:19]([O:18][C:17]([C:16]1[NH:15][C:10]2[CH2:11][CH2:12][CH2:13][CH2:14][C:9]=2[C:7]=1[CH2:6][CH2:5][C:4]([O:3][CH2:1][CH3:2])=[O:21])=[O:26])[CH3:20]. The catalyst class is: 84.